Dataset: Reaction yield outcomes from USPTO patents with 853,638 reactions. Task: Predict the reaction yield, written as a fraction of the theoretical maximum amount of product (1.0 means a 100% yield; for example, 0.34 means a 34% yield). The reactants are [C:1]([O-:4])(=[O:3])[CH3:2].[Na+].Br[CH2:7][C:8]1[CH:17]=[CH:16][C:15]([CH2:18]Br)=[CH:14][C:9]=1[C:10]([O:12][CH3:13])=[O:11].[Cl-].[NH4+]. The catalyst is CS(C)=O. The product is [C:1]([O:4][CH2:7][C:8]1[CH:17]=[CH:16][C:15]([CH2:18][O:4][C:1](=[O:3])[CH3:2])=[CH:14][C:9]=1[C:10]([O:12][CH3:13])=[O:11])(=[O:3])[CH3:2]. The yield is 0.700.